Dataset: Forward reaction prediction with 1.9M reactions from USPTO patents (1976-2016). Task: Predict the product of the given reaction. The product is: [C:1]([O:5][C:6]([NH:8][CH:9]([C:11]1[C:12]([O:29][CH3:30])=[C:13]([C:19]2[N:24]=[C:23]([C:25]([OH:27])=[O:26])[CH:22]=[CH:21][CH:20]=2)[C:14]([CH3:18])=[C:15]([Cl:17])[CH:16]=1)[CH3:10])=[O:7])([CH3:4])([CH3:2])[CH3:3]. Given the reactants [C:1]([O:5][C:6]([NH:8][CH:9]([C:11]1[C:12]([O:29][CH3:30])=[C:13]([C:19]2[N:24]=[C:23]([C:25]([O:27]C)=[O:26])[CH:22]=[CH:21][CH:20]=2)[C:14]([CH3:18])=[C:15]([Cl:17])[CH:16]=1)[CH3:10])=[O:7])([CH3:4])([CH3:3])[CH3:2].O.[OH-].[Li+].C(O)(=O)C, predict the reaction product.